Dataset: Full USPTO retrosynthesis dataset with 1.9M reactions from patents (1976-2016). Task: Predict the reactants needed to synthesize the given product. The reactants are: Cl.[CH2:2]([O:4][C:5]([C:8]1[N:12]([CH2:13][CH:14]2[CH2:19][CH2:18][O:17][CH2:16][CH2:15]2)[C:11]2[CH:20]=[CH:21][C:22]([NH:24][CH3:25])=[CH:23][C:10]=2[N:9]=1)([CH3:7])[CH3:6])[CH3:3].[C:26]([NH:29][C:30]1[CH:35]=[CH:34][C:33]([S:36](Cl)(=[O:38])=[O:37])=[CH:32][CH:31]=1)(=[O:28])[CH3:27]. Given the product [CH2:2]([O:4][C:5]([C:8]1[N:12]([CH2:13][CH:14]2[CH2:19][CH2:18][O:17][CH2:16][CH2:15]2)[C:11]2[CH:20]=[CH:21][C:22]([N:24]([CH3:25])[S:36]([C:33]3[CH:32]=[CH:31][C:30]([NH:29][C:26](=[O:28])[CH3:27])=[CH:35][CH:34]=3)(=[O:38])=[O:37])=[CH:23][C:10]=2[N:9]=1)([CH3:6])[CH3:7])[CH3:3], predict the reactants needed to synthesize it.